Dataset: Experimentally validated miRNA-target interactions with 360,000+ pairs, plus equal number of negative samples. Task: Binary Classification. Given a miRNA mature sequence and a target amino acid sequence, predict their likelihood of interaction. (1) The miRNA is hsa-miR-6830-5p with sequence CCAAGGAAGGAGGCUGGACAUC. The protein sequence of the target gene is MNCVCRLVLVVLSLWPDRVVAPGPPAGSPRVSSDPRADLDSAVLLTRSLLADTRQLAAQMRDKFPADGDHSLDSLPTLAMSAGTLGSLQLPGVLTRLRVDLMSYLRHVQWLRRAGGPSLKTLEPELGALQARLERLLRRLQLLMSRLALPQAAPDQPVIPLGPPASAWGSIRAAHAILGGLHLTLDWAVRGLLLLKTRL. Result: 0 (no interaction). (2) The miRNA is hsa-miR-6835-3p with sequence AAAAGCACUUUUCUGUCUCCCAG. The protein sequence of the target gene is MSDAGGGKKPPVEPQAGPGPGRAAGERGLSGSFPLVLKKLMENPPRETRLDKEKGKEKLEEDESAAASTMAVSASLMPPIWDKTIPYDGESFHLEYMDLDEFLLENGIPASPTHLAQNLLLPVAELEGKESASSSTASPPSSSTAIFQPSETVSSTESSLEKERETPSPIDPSCVEVDVNFNPDPADLVLSSVPGGELFNPRKHRFAEEDLKPQPMIKKAKKVFVPDEQKDEKYWTRRKKNNVAAKRSRDARRLKENQITIRAAFLEKENTALRTEVAELRKEVGKCKTIVSKYETKYGP.... Result: 0 (no interaction). (3) The miRNA is hsa-miR-181a-3p with sequence ACCAUCGACCGUUGAUUGUACC. The protein sequence of the target gene is MGPRKKSVKTCIMNNEIPEEMTADETKDYMNQLSHEVLCHIFRYLPLQDIMCMECLSRKLKEAVTLYLRVVRVVDLCAGRWWEYMPSGFTDASFLTLLKKMPDVEQLYGLHPRYLERRRVRGHEAFSIPGVLEALQACPNLVGVETSHLELVESIWTYMPHVHILGKFRNRNGAFPIPPENKLKIPIGAKIQTLHLVGVNVPEIPCIPMLRHLYMKWVRLTKPQPFKDFLCISLRTFVMRNCAGPTNSLKYVPLVTGLASARNLEHLEMVRVPFLGGLIQHVVEDSWRSGGFRNLHTIVL.... Result: 0 (no interaction). (4) Result: 0 (no interaction). The miRNA is hsa-miR-409-5p with sequence AGGUUACCCGAGCAACUUUGCAU. The protein sequence of the target gene is MLATRVFSLVGKRAISTSVCVRAHESVVKSEDFSLPAYMDRRDHPLPEVAHVKHLSASQKALKEKEKASWSSLSMDEKVELYRIKFKESFAEMNRGSNEWKTVVGGAMFFIGFTALVIMWQKHYVYGPLPQSFDKEWVAKQTKRMLDMKVNPIQGLASKWDYEKNEWKK. (5) The miRNA is hsa-miR-186-5p with sequence CAAAGAAUUCUCCUUUUGGGCU. The protein sequence of the target gene is MPGMVLFGRRWAIASDDLVFPGFFELVVRVLWWIGILTLYLMHRGKLDCAGGALLSSYLIVLMILLAVVICTVSAIMCVSMRGTICNPGPRKSMSKLLYIRLALFFPEMVWASLGAAWVADGVQCDRTVVNGIIATVVVSWIIIAATVVSIIIVFDPLGGKMAPYSSAGPSHLDSHDSSQLLNGLKTAATSVWETRIKLLCCCIGKDDHTRVAFSSTAELFSTYFSDTDLVPSDIAAGLALLHQQQDNIRNNQEPAQVVCHAPGSSQEADLDAELENCHHYMQFAAAAYGWPLYIYRNPL.... Result: 1 (interaction).